This data is from Reaction yield outcomes from USPTO patents with 853,638 reactions. The task is: Predict the reaction yield, written as a fraction of the theoretical maximum amount of product (1.0 means a 100% yield; for example, 0.34 means a 34% yield). (1) The reactants are [F:1][C:2]1[CH:7]=[CH:6][C:5]([CH2:8][C:9]([N:11]2[CH2:15][CH:14]([O:16][C:17](=[O:22])[C:18]([CH3:21])([CH3:20])[CH3:19])[CH2:13][N:12]2[C:23]([C:25]2[CH:30]=[CH:29][N:28]=[C:27]([S:31][CH3:32])[N:26]=2)=O)=[O:10])=[CH:4][CH:3]=1.[H-].[Na+]. The catalyst is C1COCC1. The product is [F:1][C:2]1[CH:3]=[CH:4][C:5]([C:8]2[C:9](=[O:10])[N:11]3[CH2:15][CH:14]([O:16][C:17](=[O:22])[C:18]([CH3:19])([CH3:21])[CH3:20])[CH2:13][N:12]3[C:23]=2[C:25]2[CH:30]=[CH:29][N:28]=[C:27]([S:31][CH3:32])[N:26]=2)=[CH:6][CH:7]=1. The yield is 0.300. (2) The reactants are C([NH:4][C:5]([C:8]1[CH:9]=[C:10]([CH:14]=[C:15]([C:17]([F:20])([F:19])[F:18])[CH:16]=1)[C:11]([OH:13])=[O:12])([CH3:7])[CH3:6])(=O)C.C(O)CO.[OH-].[K+]. The catalyst is O. The product is [NH2:4][C:5]([C:8]1[CH:9]=[C:10]([CH:14]=[C:15]([C:17]([F:18])([F:19])[F:20])[CH:16]=1)[C:11]([OH:13])=[O:12])([CH3:7])[CH3:6]. The yield is 1.00. (3) The reactants are [NH2:1][C@@H:2]1[CH2:7][CH2:6][N:5]([CH2:8][CH2:9][N:10]2[C:19]3[C:14](=[C:15]([F:21])[CH:16]=[C:17]([F:20])[CH:18]=3)[CH:13]=[CH:12][C:11]2=[O:22])[CH2:4][C@H:3]1[C:23]([O:25][CH3:26])=[O:24].[O:27]1[C:36]2[CH:35]=[C:34]([CH:37]=O)[N:33]=[CH:32][C:31]=2[O:30][CH2:29][CH2:28]1.C(O[BH-](OC(=O)C)OC(=O)C)(=O)C.[Na+]. No catalyst specified. The product is [F:21][C:15]1[CH:16]=[C:17]([F:20])[CH:18]=[C:19]2[C:14]=1[CH:13]=[CH:12][C:11](=[O:22])[N:10]2[CH2:9][CH2:8][N:5]1[CH2:6][CH2:7][C@@H:2]([NH:1][CH2:37][C:34]2[N:33]=[CH:32][C:31]3[O:30][CH2:29][CH2:28][O:27][C:36]=3[CH:35]=2)[C@H:3]([C:23]([O:25][CH3:26])=[O:24])[CH2:4]1. The yield is 0.790. (4) The reactants are Cl.[OH:2][CH:3]1[CH2:8][CH2:7][CH:6]([O:9][C:10]2[CH:15]=[CH:14][C:13]([C:16]3[CH:21]=[CH:20][N:19]([CH2:22][CH2:23][C@@:24]([CH3:39])([S:35]([CH3:38])(=[O:37])=[O:36])[C:25]([NH:27][O:28]C4CCCCO4)=[O:26])[C:18](=[O:40])[CH:17]=3)=[CH:12][CH:11]=2)[CH2:5][CH2:4]1. The catalyst is O1CCOCC1. The product is [OH:28][NH:27][C:25](=[O:26])[C@:24]([CH3:39])([S:35]([CH3:38])(=[O:37])=[O:36])[CH2:23][CH2:22][N:19]1[CH:20]=[CH:21][C:16]([C:13]2[CH:12]=[CH:11][C:10]([O:9][CH:6]3[CH2:5][CH2:4][CH:3]([OH:2])[CH2:8][CH2:7]3)=[CH:15][CH:14]=2)=[CH:17][C:18]1=[O:40]. The yield is 0.540. (5) The product is [CH:25]1([C:31]2[C:32]3[CH:33]=[CH:34][C:35]([C:65]([NH:66][S:67]([CH:70]([CH3:71])[CH3:72])(=[O:68])=[O:69])=[O:73])=[CH:36][C:37]=3[N:38]3[CH2:44][C:43]([C:45]4[N:49]([CH:50]5[CH2:51][CH2:52]5)[N:48]=[C:47]([CH:53]([CH3:54])[CH3:55])[C:46]=4[C:56]([N:80]4[CH2:81][C@H:82]([CH3:83])[N:77]([CH3:76])[C@H:78]([CH3:84])[CH2:79]4)=[O:58])=[CH:42][C:41]4[CH:59]=[C:60]([O:63][CH3:64])[CH:61]=[CH:62][C:40]=4[C:39]=23)[CH2:26][CH2:27][CH2:28][CH2:29][CH2:30]1. The reactants are CN(C(ON1N=NC2C=CC=NC1=2)=[N+](C)C)C.F[P-](F)(F)(F)(F)F.[CH:25]1([C:31]2[C:32]3[CH:33]=[CH:34][C:35]([C:65](=[O:73])[NH:66][S:67]([CH:70]([CH3:72])[CH3:71])(=[O:69])=[O:68])=[CH:36][C:37]=3[N:38]3[CH2:44][C:43]([C:45]4[N:49]([CH:50]5[CH2:52][CH2:51]5)[N:48]=[C:47]([CH:53]([CH3:55])[CH3:54])[C:46]=4[C:56]([OH:58])=O)=[CH:42][C:41]4[CH:59]=[C:60]([O:63][CH3:64])[CH:61]=[CH:62][C:40]=4[C:39]=23)[CH2:30][CH2:29][CH2:28][CH2:27][CH2:26]1.Cl.Cl.[CH3:76][N:77]1[C@H:82]([CH3:83])[CH2:81][NH:80][CH2:79][C@@H:78]1[CH3:84].CCN(C(C)C)C(C)C. The yield is 0.290. The catalyst is CN(C=O)C. (6) The product is [Br:1][C:2]1[CH:9]=[CH:8][C:5]([CH2:6][N:13]2[CH2:12][C@H:11]([CH3:10])[O:16][C@H:15]([CH3:17])[CH2:14]2)=[CH:4][CH:3]=1. The reactants are [Br:1][C:2]1[CH:9]=[CH:8][C:5]([CH:6]=O)=[CH:4][CH:3]=1.[CH3:10][C@H:11]1[O:16][C@@H:15]([CH3:17])[CH2:14][NH:13][CH2:12]1.[BH-](OC(C)=O)(OC(C)=O)OC(C)=O.[Na+].CC(O)=O. The catalyst is ClCCCl. The yield is 1.00.